This data is from Catalyst prediction with 721,799 reactions and 888 catalyst types from USPTO. The task is: Predict which catalyst facilitates the given reaction. (1) The catalyst class is: 452. Product: [Br:31][C:9]1[CH:10]=[C:11]2[C:15](=[CH:16][C:8]=1[Cl:7])[N:14]([CH2:17][O:18][CH2:19][CH2:20][Si:21]([CH3:24])([CH3:22])[CH3:23])[N:13]=[C:12]2[NH:25][C:26](=[O:30])[CH2:27][CH2:28][CH3:29]. Reactant: N1C=CC=CC=1.[Cl:7][C:8]1[CH:16]=[C:15]2[C:11]([C:12]([NH:25][C:26](=[O:30])[CH2:27][CH2:28][CH3:29])=[N:13][N:14]2[CH2:17][O:18][CH2:19][CH2:20][Si:21]([CH3:24])([CH3:23])[CH3:22])=[CH:10][CH:9]=1.[Br:31]Br.S([O-])([O-])(=O)=O.[Na+].[Na+]. (2) Product: [F:28][C:25]([F:26])([F:27])[C:24]([C:21]1[CH:22]=[CH:23][C:18]([CH2:17][N:14]2[CH2:13][CH2:12][CH:11]([C:8]([C:5]3[CH:6]=[CH:7][C:2]([NH:1][C:35]([NH:47][CH2:48][C:49]([OH:51])([CH3:52])[CH3:50])=[O:36])=[CH:3][CH:4]=3)([O:10][CH3:53])[CH3:9])[CH2:16][CH2:15]2)=[CH:19][CH:20]=1)([OH:33])[C:29]([F:32])([F:30])[F:31]. Reactant: [NH2:1][C:2]1[CH:7]=[CH:6][C:5]([C:8]([CH:11]2[CH2:16][CH2:15][N:14]([CH2:17][C:18]3[CH:23]=[CH:22][C:21]([C:24]([OH:33])([C:29]([F:32])([F:31])[F:30])[C:25]([F:28])([F:27])[F:26])=[CH:20][CH:19]=3)[CH2:13][CH2:12]2)([OH:10])[CH3:9])=[CH:4][CH:3]=1.Cl[C:35](OC1C=CC([N+]([O-])=O)=CC=1)=[O:36].[NH2:47][CH2:48][C:49]([CH3:52])([OH:51])[CH3:50].[CH2:53](N(CC)CC)C. The catalyst class is: 7.